From a dataset of Peptide-MHC class I binding affinity with 185,985 pairs from IEDB/IMGT. Regression. Given a peptide amino acid sequence and an MHC pseudo amino acid sequence, predict their binding affinity value. This is MHC class I binding data. (1) The peptide sequence is LPTNASLSF. The MHC is HLA-B51:01 with pseudo-sequence HLA-B51:01. The binding affinity (normalized) is 0.381. (2) The peptide sequence is YFENSDLNL. The MHC is HLA-B08:03 with pseudo-sequence HLA-B08:03. The binding affinity (normalized) is 0.0847. (3) The peptide sequence is KMFHGGLRY. The MHC is HLA-A02:06 with pseudo-sequence HLA-A02:06. The binding affinity (normalized) is 0.0847. (4) The peptide sequence is ILQEMSETY. The MHC is HLA-B39:01 with pseudo-sequence HLA-B39:01. The binding affinity (normalized) is 0.0847. (5) The peptide sequence is HISIKVKNHI. The MHC is HLA-A02:01 with pseudo-sequence HLA-A02:01. The binding affinity (normalized) is 0.479.